Dataset: Reaction yield outcomes from USPTO patents with 853,638 reactions. Task: Predict the reaction yield, written as a fraction of the theoretical maximum amount of product (1.0 means a 100% yield; for example, 0.34 means a 34% yield). (1) The reactants are Cl[C:2]1[N:11]=[C:10]([CH3:12])[C:9]([N+:13]([O-])=O)=[CH:8][C:3]=1[C:4]([O:6][CH3:7])=[O:5].C(N(CC)CC)C. The catalyst is CO.[Pd]. The product is [NH2:13][C:9]1[C:10]([CH3:12])=[N:11][CH:2]=[C:3]([CH:8]=1)[C:4]([O:6][CH3:7])=[O:5]. The yield is 0.380. (2) The reactants are [Br:1][C:2]1[CH:3]=[C:4]2[C:13](=[CH:14][C:15]=1[C:16]([F:19])([F:18])[F:17])[O:12][CH2:11][C:10]1[N:5]2[CH:6]([CH3:21])[C:7](=[O:20])[NH:8][N:9]=1.[H-].[Na+].Cl[CH2:25][O:26][CH2:27][CH2:28][Si:29]([CH3:32])([CH3:31])[CH3:30]. The catalyst is C1COCC1. The product is [Br:1][C:2]1[CH:3]=[C:4]2[C:13](=[CH:14][C:15]=1[C:16]([F:17])([F:18])[F:19])[O:12][CH2:11][C:10]1[N:5]2[CH:6]([CH3:21])[C:7](=[O:20])[N:8]([CH2:25][O:26][CH2:27][CH2:28][Si:29]([CH3:32])([CH3:31])[CH3:30])[N:9]=1. The yield is 0.670. (3) The reactants are [OH-].[K+].[CH2:3]([O:10][C:11]([NH:13][C@@H:14]([CH2:19][C:20]1[CH:25]=[CH:24][CH:23]=[CH:22][CH:21]=1)[C@H:15]([OH:18])[CH2:16]Cl)=[O:12])[C:4]1[CH:9]=[CH:8][CH:7]=[CH:6][CH:5]=1. The catalyst is C(O)C.ClCCl. The product is [CH2:3]([O:10][C:11]([NH:13][C@@H:14]([CH2:19][C:20]1[CH:25]=[CH:24][CH:23]=[CH:22][CH:21]=1)[C@@H:15]1[O:18][CH2:16]1)=[O:12])[C:4]1[CH:9]=[CH:8][CH:7]=[CH:6][CH:5]=1. The yield is 0.770. (4) The reactants are [CH2:1]1[C:10]2[C:5](=[CH:6][CH:7]=[CH:8][CH:9]=2)[CH2:4][CH2:3][NH:2]1.[C-:11]#[N:12].[K+].[OH2:14]. The catalyst is Cl. The product is [CH2:1]1[C:10]2[C:5](=[CH:6][CH:7]=[CH:8][CH:9]=2)[CH2:4][CH2:3][N:2]1[C:5]1([C:11]#[N:12])[CH2:6][CH2:7][O:14][CH2:3][CH2:4]1. The yield is 0.330. (5) The reactants are [O:1]=[C:2]1[CH2:7][O:6][C:5]2[CH:8]=[CH:9][C:10]([CH:12]=O)=[N:11][C:4]=2[NH:3]1.[CH3:14][O:15][C:16]1[CH:25]=[C:24]2[C:19]([N:20]=[CH:21][C:22]([S:26][CH2:27][CH2:28][N:29]3[CH2:34][CH2:33][CH:32]([NH2:35])[CH2:31][CH2:30]3)=[N:23]2)=[CH:18][CH:17]=1. No catalyst specified. The product is [CH3:14][O:15][C:16]1[CH:25]=[C:24]2[C:19]([N:20]=[CH:21][C:22]([S:26][CH2:27][CH2:28][N:29]3[CH2:30][CH2:31][CH:32]([NH:35][CH2:12][C:10]4[CH:9]=[CH:8][C:5]5[O:6][CH2:7][C:2](=[O:1])[NH:3][C:4]=5[N:11]=4)[CH2:33][CH2:34]3)=[N:23]2)=[CH:18][CH:17]=1. The yield is 0.440. (6) The reactants are C([O:8][C:9]1[CH:21]=[CH:20][C:12]([O:13][C:14]2[CH:19]=[CH:18][N:17]=[CH:16][CH:15]=2)=[CH:11][CH:10]=1)C1C=CC=CC=1.C1COCC1. The catalyst is [Pd].CCO. The product is [N:17]1[CH:16]=[CH:15][C:14]([O:13][C:12]2[CH:20]=[CH:21][C:9]([OH:8])=[CH:10][CH:11]=2)=[CH:19][CH:18]=1. The yield is 0.950. (7) The reactants are [F:1][C:2]1[C:3](=[O:18])[N:4]([CH3:17])[CH:5]=[C:6](B2OC(C)(C)C(C)(C)O2)[CH:7]=1.Br[C:20]1[CH:25]=[C:24]([S:26]([CH3:29])(=[O:28])=[O:27])[CH:23]=[CH:22][C:21]=1[O:30][CH2:31][CH:32]1[CH2:34][CH2:33]1. The catalyst is O1CCOCC1.C(=O)(O)[O-].C1C=CC(P(C2C=CC=CC=2)[C-]2C=CC=C2)=CC=1.C1C=CC(P(C2C=CC=CC=2)[C-]2C=CC=C2)=CC=1.Cl[Pd]Cl.[Fe+2]. The product is [CH:32]1([CH2:31][O:30][C:21]2[CH:20]=[CH:25][C:24]([S:26]([CH3:29])(=[O:28])=[O:27])=[CH:23][C:22]=2[C:6]2[CH:7]=[C:2]([F:1])[C:3](=[O:18])[N:4]([CH3:17])[CH:5]=2)[CH2:33][CH2:34]1. The yield is 0.460.